The task is: Predict the reaction yield, written as a fraction of the theoretical maximum amount of product (1.0 means a 100% yield; for example, 0.34 means a 34% yield).. This data is from Reaction yield outcomes from USPTO patents with 853,638 reactions. (1) The reactants are C(OCC)C.O[CH:7]([CH2:16][C:17]([CH2:20][Si](C)(C)C)=[C:18]=[CH2:19])[CH2:8][CH2:9][CH:10]1[CH2:14][CH2:13][CH2:12][C:11]1=[O:15].[Si](OS(C(F)(F)F)(=O)=O)(C)(C)C.O. The catalyst is CCOC(C)=O. The product is [CH2:20]=[C:17]1[C:18](=[CH2:19])[C:11]23[O:15][CH:7]([CH2:8][CH2:9][CH:10]2[CH2:14][CH2:13][CH2:12]3)[CH2:16]1. The yield is 0.910. (2) The reactants are [CH:1]([C:4]1[CH:9]=[C:8]([CH:10]([CH3:12])[CH3:11])[C:7]([S:13]([C:16]2[CH:21]=[CH:20][CH:19]=[CH:18][CH:17]=2)(=[O:15])=[O:14])=[CH:6][C:5]=1[S:22](Cl)(=[O:24])=[O:23])([CH3:3])[CH3:2].[N:26]1[CH:31]=[CH:30][CH:29]=[CH:28][C:27]=1[CH2:32][CH2:33][NH2:34]. No catalyst specified. The product is [CH:1]([C:4]1[CH:9]=[C:8]([CH:10]([CH3:12])[CH3:11])[C:7]([S:13]([C:16]2[CH:21]=[CH:20][CH:19]=[CH:18][CH:17]=2)(=[O:15])=[O:14])=[CH:6][C:5]=1[S:22]([NH:34][CH2:33][CH2:32][C:27]1[CH:28]=[CH:29][CH:30]=[CH:31][N:26]=1)(=[O:24])=[O:23])([CH3:3])[CH3:2]. The yield is 0.840.